This data is from Forward reaction prediction with 1.9M reactions from USPTO patents (1976-2016). The task is: Predict the product of the given reaction. (1) Given the reactants [C:1]([N:5]([C:29](=O)[CH2:30][CH3:31])[C:6]1[C:18]2[C:17]3[CH2:16][CH2:15][CH:14]=[CH:13][C:12]=3[N:11]([C:19]3[C:24]([CH3:25])=[CH:23][C:22]([CH3:26])=[CH:21][C:20]=3[CH3:27])[C:10]=2[N:9]=[C:8]([CH3:28])[CH:7]=1)(=O)[CH2:2][CH3:3], predict the reaction product. The product is: [CH2:29]([N:5]([CH2:1][CH2:2][CH3:3])[C:6]1[C:18]2[C:17]3[CH2:16][CH2:15][CH2:14][CH2:13][C:12]=3[N:11]([C:19]3[C:24]([CH3:25])=[CH:23][C:22]([CH3:26])=[CH:21][C:20]=3[CH3:27])[C:10]=2[N:9]=[C:8]([CH3:28])[CH:7]=1)[CH2:30][CH3:31]. (2) Given the reactants Br[C:2]1[N:3]=[C:4]2[C:10]([CH:11]=[O:12])=[CH:9][N:8]([CH2:13][O:14][CH2:15][CH2:16][Si:17]([CH3:20])([CH3:19])[CH3:18])[C:5]2=[N:6][CH:7]=1.[F:21][CH:22]([F:47])[O:23][C:24]1[CH:25]=[C:26]2[C:30](=[CH:31][CH:32]=1)[N:29]([CH3:33])[N:28]=[C:27]2[Sn](CCCC)(CCCC)CCCC, predict the reaction product. The product is: [F:47][CH:22]([F:21])[O:23][C:24]1[CH:25]=[C:26]2[C:30](=[CH:31][CH:32]=1)[N:29]([CH3:33])[N:28]=[C:27]2[C:2]1[N:3]=[C:4]2[C:10]([CH:11]=[O:12])=[CH:9][N:8]([CH2:13][O:14][CH2:15][CH2:16][Si:17]([CH3:20])([CH3:19])[CH3:18])[C:5]2=[N:6][CH:7]=1.